This data is from Catalyst prediction with 721,799 reactions and 888 catalyst types from USPTO. The task is: Predict which catalyst facilitates the given reaction. (1) Reactant: [C:1]([O:5][C:6]([N:8]1[CH2:13][CH2:12][N:11]([C:14]2[CH:19]=[CH:18][CH:17]=[CH:16][C:15]=2[O:20][CH:21]2[CH2:24][N:23](C(C3C=CC=CC=3)C3C=CC=CC=3)[CH2:22]2)[CH2:10][CH2:9]1)=[O:7])([CH3:4])([CH3:3])[CH3:2].C([O-])=O.[NH4+]. Product: [C:1]([O:5][C:6]([N:8]1[CH2:13][CH2:12][N:11]([C:14]2[CH:19]=[CH:18][CH:17]=[CH:16][C:15]=2[O:20][CH:21]2[CH2:22][NH:23][CH2:24]2)[CH2:10][CH2:9]1)=[O:7])([CH3:4])([CH3:2])[CH3:3]. The catalyst class is: 43. (2) Reactant: [C:1]([O:5][C@@H:6]([C:12]1[C:37]([CH3:38])=[CH:36][C:15]2[N:16]=[C:17]([N:19]3[CH2:24][CH2:23][N:22]=[C:21]([C:25]4[CH:26]=[C:27]5[C:31](=[CH:32][CH:33]=4)[N:30]([CH3:34])[N:29]=[CH:28]5)[C:20]3=[O:35])[S:18][C:14]=2[C:13]=1[C:39]1[CH:44]=[CH:43][C:42]([Cl:45])=[CH:41][CH:40]=1)[C:7]([O:9][CH2:10][CH3:11])=[O:8])([CH3:4])([CH3:3])[CH3:2].C(O)(=O)C.C([BH3-])#N.[Na+].[OH-].[Na+]. Product: [C:1]([O:5][C@@H:6]([C:12]1[C:37]([CH3:38])=[CH:36][C:15]2[N:16]=[C:17]([N:19]3[CH2:24][CH2:23][NH:22][CH:21]([C:25]4[CH:26]=[C:27]5[C:31](=[CH:32][CH:33]=4)[N:30]([CH3:34])[N:29]=[CH:28]5)[C:20]3=[O:35])[S:18][C:14]=2[C:13]=1[C:39]1[CH:44]=[CH:43][C:42]([Cl:45])=[CH:41][CH:40]=1)[C:7]([O:9][CH2:10][CH3:11])=[O:8])([CH3:2])([CH3:3])[CH3:4]. The catalyst class is: 56. (3) Reactant: C(OC([N:8]1[CH2:13][CH2:12][N:11]([C:14]([C:16]2[C:17]([O:31][C:32]3[CH:37]=[CH:36][C:35]([C:38]#[N:39])=[CH:34][CH:33]=3)=[N:18][C:19]([O:22][C:23]3[CH:28]=[CH:27][C:26]([C:29]#[N:30])=[CH:25][CH:24]=3)=[CH:20][CH:21]=2)=[O:15])[CH2:10][CH2:9]1)=O)(C)(C)C.C(O)(C(F)(F)F)=O. Product: [C:38]([C:35]1[CH:36]=[CH:37][C:32]([O:31][C:17]2[C:16]([C:14]([N:11]3[CH2:12][CH2:13][NH:8][CH2:9][CH2:10]3)=[O:15])=[CH:21][CH:20]=[C:19]([O:22][C:23]3[CH:28]=[CH:27][C:26]([C:29]#[N:30])=[CH:25][CH:24]=3)[N:18]=2)=[CH:33][CH:34]=1)#[N:39]. The catalyst class is: 2. (4) The catalyst class is: 2. Product: [CH:9]([CH:5]1[CH2:6][C:7](=[O:8])[C:2]([CH3:1])=[CH:3][CH2:4]1)([CH3:11])[CH3:10]. Reactant: [CH3:1][C:2]1[C:7](=[O:8])[CH2:6][CH:5]([C:9]([CH3:11])=[CH2:10])[CH2:4][CH:3]=1. (5) Product: [Br:26][C:25]1[CH:24]=[CH:23][CH:22]=[C:15]2[C:14]=1[NH:13][C:2](=[O:4])[N:18]([CH:19]1[CH2:20][CH2:21]1)[C:16]2=[O:17]. Reactant: Cl[C:2](Cl)([O:4]C(=O)OC(Cl)(Cl)Cl)Cl.[NH2:13][C:14]1[C:25]([Br:26])=[CH:24][CH:23]=[CH:22][C:15]=1[C:16]([NH:18][CH:19]1[CH2:21][CH2:20]1)=[O:17]. The catalyst class is: 2. (6) Reactant: C(O)(C(F)(F)F)=[O:2].C([O:12][C:13](=[O:44])[CH2:14][O:15][CH2:16][CH2:17][O:18][CH2:19][CH2:20][O:21][CH2:22][CH2:23][O:24][CH2:25][CH2:26][O:27][CH2:28][CH2:29][O:30][CH2:31][CH2:32][NH:33][C:34]([O:36][CH2:37][C:38]1[CH:43]=[CH:42][CH:41]=[CH:40][CH:39]=1)=[O:35])(C)(C)C. Product: [NH4+:33].[OH-:2].[CH2:37]([O:36][C:34]([NH:33][CH2:32][CH2:31][O:30][CH2:29][CH2:28][O:27][CH2:26][CH2:25][O:24][CH2:23][CH2:22][O:21][CH2:20][CH2:19][O:18][CH2:17][CH2:16][O:15][CH2:14][C:13]([OH:44])=[O:12])=[O:35])[C:38]1[CH:39]=[CH:40][CH:41]=[CH:42][CH:43]=1. The catalyst class is: 2. (7) Reactant: [BH4-].[Li+].[CH3:3][O:4][C:5]1[CH:22]=[C:21]([O:23][CH3:24])[CH:20]=[CH:19][C:6]=1[CH2:7][N:8]1[C:12](=[O:13])[CH2:11][C:10]([CH3:18])([C:14](OC)=[O:15])[CH2:9]1. Product: [CH3:3][O:4][C:5]1[CH:22]=[C:21]([O:23][CH3:24])[CH:20]=[CH:19][C:6]=1[CH2:7][N:8]1[CH2:9][C:10]([CH2:14][OH:15])([CH3:18])[CH2:11][C:12]1=[O:13]. The catalyst class is: 20. (8) Reactant: S([O-])([O-])(=O)=O.[Al+3].S([O-])([O-])(=O)=O.S([O-])([O-])(=O)=O.[Al+3].[OH2:18].[F:19][C:20]1[C:25]([B:26](C2C(F)=C(F)C(F)=C(F)C=2F)[C:27]2[C:32]([F:33])=[C:31]([F:34])[C:30]([F:35])=[C:29]([F:36])[C:28]=2[F:37])=[C:24]([F:49])[C:23]([F:50])=[C:22]([F:51])[C:21]=1[F:52]. Product: [F:19][C:20]1[C:25]([B:26]([C:27]2[C:32]([F:33])=[C:31]([F:34])[C:30]([F:35])=[C:29]([F:36])[C:28]=2[F:37])[OH:18])=[C:24]([F:49])[C:23]([F:50])=[C:22]([F:51])[C:21]=1[F:52]. The catalyst class is: 11.